Dataset: Catalyst prediction with 721,799 reactions and 888 catalyst types from USPTO. Task: Predict which catalyst facilitates the given reaction. (1) Reactant: C[O:2][C:3]([C:5]1[O:9][N:8]=[C:7]([O:10][CH2:11][C:12]2[C:13]([C:18]3[CH:23]=[CH:22][CH:21]=[CH:20][N:19]=3)=[N:14][O:15][C:16]=2[CH3:17])[CH:6]=1)=[O:4].[OH-].[Na+].Cl. Product: [CH3:17][C:16]1[O:15][N:14]=[C:13]([C:18]2[CH:23]=[CH:22][CH:21]=[CH:20][N:19]=2)[C:12]=1[CH2:11][O:10][C:7]1[CH:6]=[C:5]([C:3]([OH:4])=[O:2])[O:9][N:8]=1. The catalyst class is: 12. (2) Reactant: [CH3:1][C:2]1[CH:8]=[C:7]([N+:9]([O-:11])=[O:10])[CH:6]=[CH:5][C:3]=1[NH2:4].C(N(CC)CC)C.[CH3:19][C:20]([CH3:25])([CH3:24])[C:21](Cl)=[O:22]. Product: [CH3:19][C:20]([CH3:25])([CH3:24])[C:21]([NH:4][C:3]1[CH:5]=[CH:6][C:7]([N+:9]([O-:11])=[O:10])=[CH:8][C:2]=1[CH3:1])=[O:22]. The catalyst class is: 2. (3) Product: [NH3:1].[CH2:40]([NH:1][CH2:2][CH2:3][C:4]1[CH:5]=[CH:6][C:7]([O:8][CH2:9][CH2:10][C:11]2[CH:16]=[CH:15][C:14]([OH:17])=[C:13]([C@@H:18]([C:28]3[CH:29]=[CH:30][CH:31]=[CH:32][CH:33]=3)[CH2:19][CH2:20][N:21]([CH:25]([CH3:26])[CH3:27])[CH:22]([CH3:24])[CH3:23])[CH:12]=2)=[CH:34][CH:35]=1)[C:41]1[CH:46]=[CH:45][CH:44]=[CH:43][CH:42]=1. Reactant: [NH2:1][CH2:2][CH2:3][C:4]1[CH:35]=[CH:34][C:7]([O:8][CH2:9][CH2:10][C:11]2[CH:16]=[CH:15][C:14]([OH:17])=[C:13]([C@@H:18]([C:28]3[CH:33]=[CH:32][CH:31]=[CH:30][CH:29]=3)[CH2:19][CH2:20][N:21]([CH:25]([CH3:27])[CH3:26])[CH:22]([CH3:24])[CH3:23])[CH:12]=2)=[CH:6][CH:5]=1.C(O)(=O)C.[CH:40](=O)[C:41]1[CH:46]=[CH:45][CH:44]=[CH:43][CH:42]=1.[BH4-].[Na+]. The catalyst class is: 4. (4) Reactant: [Cl:1][CH2:2][C:3]1[CH:11]=[CH:10][C:6]([C:7](Cl)=[O:8])=[CH:5][CH:4]=1.[NH2:12][C:13]1[CH:14]=[CH:15][C:16]([O:19][C:20](=[O:29])[N:21]([CH3:28])[C:22]2[CH:27]=[CH:26][CH:25]=[CH:24][CH:23]=2)=[N:17][CH:18]=1.C(N(CC)CC)C.CN(C)C=O. Product: [Cl:1][CH2:2][C:3]1[CH:11]=[CH:10][C:6]([C:7]([NH:12][C:13]2[CH:14]=[CH:15][C:16]([O:19][C:20](=[O:29])[N:21]([CH3:28])[C:22]3[CH:27]=[CH:26][CH:25]=[CH:24][CH:23]=3)=[N:17][CH:18]=2)=[O:8])=[CH:5][CH:4]=1. The catalyst class is: 4. (5) Reactant: C([O-])([O-])=O.[Cs+].[Cs+].C1(P(C2CCCCC2)C2C=CC=CC=2C2C=CC=CC=2N(C)C)CCCCC1.Br[C:36]1[CH:45]=[CH:44][CH:43]=[CH:42][C:37]=1[C:38]([O:40][CH3:41])=[O:39].[NH2:46][C:47]1[CH:52]=[CH:51][C:50]([C:53]([F:56])([F:55])[F:54])=[CH:49][C:48]=1[NH:57][C:58]1[CH:67]=[CH:66][C:65]([CH2:68][NH:69][C:70]([O:72][C:73]([CH3:76])([CH3:75])[CH3:74])=[O:71])=[CH:64][C:59]=1[C:60]([O:62][CH3:63])=[O:61]. Product: [C:73]([O:72][C:70]([NH:69][CH2:68][C:65]1[CH:66]=[CH:67][C:58]([NH:57][C:48]2[CH:49]=[C:50]([C:53]([F:56])([F:55])[F:54])[CH:51]=[CH:52][C:47]=2[NH:46][C:36]2[CH:45]=[CH:44][CH:43]=[CH:42][C:37]=2[C:38]([O:40][CH3:41])=[O:39])=[C:59]([CH:64]=1)[C:60]([O:62][CH3:63])=[O:61])=[O:71])([CH3:76])([CH3:75])[CH3:74]. The catalyst class is: 187. (6) Reactant: [OH:1][CH:2]1[CH2:6][N:5]([C:7]([O:9][C:10]([CH3:13])([CH3:12])[CH3:11])=[O:8])[CH:4]([C:14]([O:16][CH3:17])=[O:15])[CH2:3]1.[H-].[Na+].[S:20]([O:30][CH2:31][CH2:32]OS(C1C=CC(C)=CC=1)(=O)=O)([C:23]1[CH:29]=[CH:28][C:26]([CH3:27])=[CH:25][CH:24]=1)(=[O:22])=[O:21]. Product: [C:26]1([CH3:27])[CH:25]=[CH:24][C:23]([S:20]([O:30][CH2:31][CH2:32][O:1][CH:2]2[CH2:6][N:5]([C:7]([O:9][C:10]([CH3:11])([CH3:12])[CH3:13])=[O:8])[CH:4]([C:14]([O:16][CH3:17])=[O:15])[CH2:3]2)(=[O:22])=[O:21])=[CH:29][CH:28]=1. The catalyst class is: 3. (7) Reactant: [OH:1][C@H:2]([C:25]1[CH:26]=[N:27][CH:28]=[CH:29][CH:30]=1)[CH2:3][NH:4][C@H:5]([CH3:24])[CH2:6][C:7]1[C:15]2[C:10](=[C:11]([O:16][C@@H:17]([CH3:23])[C:18]([O:20]CC)=O)[CH:12]=[CH:13][CH:14]=2)[NH:9][CH:8]=1.Cl.C(=O)([O-])[O-].[K+].[K+]. Product: [OH:1][C@H:2]([C:25]1[CH:26]=[N:27][CH:28]=[CH:29][CH:30]=1)[CH2:3][NH:4][C@H:5]([CH3:24])[CH2:6][C:7]1[C:15]2[C:10]3=[C:11]([O:16][C@@H:17]([CH3:23])[C:18](=[O:20])[N:9]3[CH:8]=1)[CH:12]=[CH:13][CH:14]=2. The catalyst class is: 10.